This data is from Catalyst prediction with 721,799 reactions and 888 catalyst types from USPTO. The task is: Predict which catalyst facilitates the given reaction. (1) Reactant: C(OC([N:8]1[CH2:14][C:13]2[CH:15]=[C:16]([N:19]3[CH2:23][CH:22]([CH2:24][NH:25][C:26](=[O:28])[CH3:27])[O:21][C:20]3=[O:29])[CH:17]=[CH:18][C:12]=2[O:11][CH2:10][CH2:9]1)=O)(C)(C)C.[ClH:30]. Product: [ClH:30].[O:29]=[C:20]1[N:19]([C:16]2[CH:17]=[CH:18][C:12]3[O:11][CH2:10][CH2:9][NH:8][CH2:14][C:13]=3[CH:15]=2)[CH2:23][CH:22]([CH2:24][NH:25][C:26](=[O:28])[CH3:27])[O:21]1. The catalyst class is: 12. (2) Reactant: [CH2:1]([C:8]1([NH:14][C:15](=[O:21])[O:16][C:17]([CH3:20])([CH3:19])[CH3:18])[CH2:12][CH2:11][O:10][C:9]1=[O:13])[C:2]1[CH:7]=[CH:6][CH:5]=[CH:4][CH:3]=1.CC(C[AlH]CC(C)C)C. Product: [CH2:1]([C:8]1([NH:14][C:15](=[O:21])[O:16][C:17]([CH3:19])([CH3:18])[CH3:20])[CH2:12][CH2:11][O:10][CH:9]1[OH:13])[C:2]1[CH:7]=[CH:6][CH:5]=[CH:4][CH:3]=1. The catalyst class is: 1. (3) Reactant: [OH:1][C:2]1[CH:10]=[N:9][CH:8]=[CH:7][C:3]=1[C:4]([OH:6])=[O:5].CO.OS(O)(=O)=O.Cl[CH2:19]CCl. Product: [CH3:19][O:5][C:4](=[O:6])[C:3]1[CH:7]=[CH:8][N:9]=[CH:10][C:2]=1[OH:1]. The catalyst class is: 6.